This data is from Tox21: 12 toxicity assays (nuclear receptors and stress response pathways). The task is: Binary classification across 12 toxicity assays. The drug is COc1ccc(-c2cc(=S)ss2)cc1. It tested positive (active) for: SR-ARE (Antioxidant Response Element (oxidative stress)), and SR-HSE (Heat Shock Element response).